This data is from Forward reaction prediction with 1.9M reactions from USPTO patents (1976-2016). The task is: Predict the product of the given reaction. (1) Given the reactants Br[C:2]1[CH:14]=[CH:13][C:12]2[C:11]3[C:6](=[CH:7][CH:8]=[CH:9][CH:10]=3)[N:5]([C:15]3[CH:20]=[C:19]([CH3:21])[CH:18]=[CH:17][N:16]=3)[C:4]=2[CH:3]=1.CC1C=CN=C(N2C3C=C(O)C=CC=3C3C2=CC=CC=3)C=1.N1C=CC=CC=1C(O)=O.O.[O-]P([O-])([O-])=O.[K+].[K+].[K+], predict the reaction product. The product is: [CH3:21][C:19]1[CH:18]=[CH:17][N:16]=[C:15]([N:5]2[C:4]3[CH:3]=[CH:2][CH:14]=[CH:13][C:12]=3[C:11]3[C:6]2=[CH:7][CH:8]=[CH:9][CH:10]=3)[CH:20]=1. (2) Given the reactants [OH:1][C:2]1[C:3]([CH:11]2[C:19]3[C:14](=[N:15][CH:16]=[CH:17][CH:18]=3)[N:13]([CH2:20][CH2:21][CH2:22][CH2:23][CH3:24])[C:12]2=[O:25])=[CH:4][C:5]2[O:9][CH2:8][O:7][C:6]=2[CH:10]=1.C(N(CC)CC)C.Cl[Si](C)(C)C.[CH2:38]=[O:39].FC(F)(F)S([O-])(=O)=O.[Yb+3].FC(F)(F)S([O-])(=O)=O.FC(F)(F)S([O-])(=O)=O, predict the reaction product. The product is: [OH:1][C:2]1[C:3]([C:11]2([CH2:38][OH:39])[C:19]3[C:14](=[N:15][CH:16]=[CH:17][CH:18]=3)[N:13]([CH2:20][CH2:21][CH2:22][CH2:23][CH3:24])[C:12]2=[O:25])=[CH:4][C:5]2[O:9][CH2:8][O:7][C:6]=2[CH:10]=1. (3) Given the reactants [NH2:1][C:2]1[N:7]=[C:6]([NH:8][CH2:9][C:10]2[N:15]=[C:14]([N:16]3[CH2:20][CH2:19][CH2:18][C:17]3=[O:21])[CH:13]=[CH:12][CH:11]=2)[C:5]([NH2:22])=[C:4]([Cl:23])[N:3]=1.[N:24]([O-])=O.[Na+], predict the reaction product. The product is: [NH2:1][C:2]1[N:3]=[C:4]([Cl:23])[C:5]2[N:22]=[N:24][N:8]([CH2:9][C:10]3[N:15]=[C:14]([N:16]4[CH2:20][CH2:19][CH2:18][C:17]4=[O:21])[CH:13]=[CH:12][CH:11]=3)[C:6]=2[N:7]=1. (4) Given the reactants [OH:1][CH:2]([C:32]1[CH:37]=[CH:36][C:35]([OH:38])=[CH:34][CH:33]=1)[CH:3]([NH:18][C:19]([C:21]1[CH:22]=[CH:23][CH:24]=[C:25]2[CH2:31][CH2:30][CH2:29][CH:28]=[CH:27][C:26]=12)=[O:20])[CH2:4][C:5]1[CH:10]=[CH:9][CH:8]=[C:7]([O:11][C:12]([F:17])([F:16])[CH:13]([F:15])[F:14])[CH:6]=1.C(=O)([O-])[O-].[K+].[K+].[F:45][C:46]1[CH:53]=[CH:52][C:49]([CH2:50]Br)=[CH:48][CH:47]=1, predict the reaction product. The product is: [F:45][C:46]1[CH:53]=[CH:52][C:49]([CH2:50][O:38][C:35]2[CH:36]=[CH:37][C:32]([CH:2]([OH:1])[CH:3]([NH:18][C:19]([C:21]3[CH:22]=[CH:23][CH:24]=[C:25]4[CH2:31][CH2:30][CH2:29][CH:28]=[CH:27][C:26]=34)=[O:20])[CH2:4][C:5]3[CH:10]=[CH:9][CH:8]=[C:7]([O:11][C:12]([F:16])([F:17])[CH:13]([F:15])[F:14])[CH:6]=3)=[CH:33][CH:34]=2)=[CH:48][CH:47]=1. (5) Given the reactants [Cl:1][C:2]1[N:6]2[CH:7]=[C:8]([CH2:11][OH:12])[CH:9]=[CH:10][C:5]2=[N:4][CH:3]=1, predict the reaction product. The product is: [Cl:1][C:2]1[N:6]2[CH:7]=[C:8]([CH:11]=[O:12])[CH:9]=[CH:10][C:5]2=[N:4][CH:3]=1. (6) Given the reactants Br[C:2]1[CH:13]=[C:12]([F:14])[CH:11]=[C:10]([F:15])[C:3]=1[NH:4][C:5]([O:7][CH2:8][CH3:9])=[O:6].C(N(CC)CC)C.[CH3:23][Si:24]([C:27]#[CH:28])([CH3:26])[CH3:25], predict the reaction product. The product is: [CH3:23][Si:24]([C:27]#[C:28][C:2]1[CH:13]=[C:12]([F:14])[CH:11]=[C:10]([F:15])[C:3]=1[NH:4][C:5]([O:7][CH2:8][CH3:9])=[O:6])([CH3:26])[CH3:25].